From a dataset of Full USPTO retrosynthesis dataset with 1.9M reactions from patents (1976-2016). Predict the reactants needed to synthesize the given product. (1) Given the product [C:1]([C:3]1[CH:8]=[CH:7][C:6]([C:9]2[CH:10]=[N:11][N:12]([C:15]3[CH:23]=[CH:22][C:18]([C:19]([NH:25][CH2:26][CH2:27][CH2:28][OH:29])=[O:20])=[CH:17][N:16]=3)[C:13]=2[OH:14])=[C:5]([CH3:24])[CH:4]=1)#[N:2], predict the reactants needed to synthesize it. The reactants are: [C:1]([C:3]1[CH:8]=[CH:7][C:6]([C:9]2[CH:10]=[N:11][N:12]([C:15]3[CH:23]=[CH:22][C:18]([C:19](O)=[O:20])=[CH:17][N:16]=3)[C:13]=2[OH:14])=[C:5]([CH3:24])[CH:4]=1)#[N:2].[NH2:25][CH2:26][CH2:27][CH2:28][OH:29]. (2) Given the product [Cl:47][C:46]1[CH:45]=[CH:44][C:26]([O:27][C:28]2[CH:29]=[CH:30][C:31]3[N:32]([CH:34]=[C:35]([NH:37][C:38]([CH:40]4[CH2:42][CH:41]4[CH3:43])=[O:39])[N:36]=3)[N:33]=2)=[CH:25][C:24]=1[NH:23][C:8]([C:6]1[N:5]([CH3:11])[N:4]=[C:3]([CH2:1][CH3:2])[CH:7]=1)=[O:10], predict the reactants needed to synthesize it. The reactants are: [CH2:1]([C:3]1[CH:7]=[C:6]([C:8]([OH:10])=O)[N:5]([CH3:11])[N:4]=1)[CH3:2].CN(C)C=O.C(Cl)(=O)C(Cl)=O.[NH2:23][C:24]1[CH:25]=[C:26]([CH:44]=[CH:45][C:46]=1[Cl:47])[O:27][C:28]1[CH:29]=[CH:30][C:31]2[N:32]([CH:34]=[C:35]([NH:37][C:38]([CH:40]3[CH2:42][CH:41]3[CH3:43])=[O:39])[N:36]=2)[N:33]=1.